This data is from Full USPTO retrosynthesis dataset with 1.9M reactions from patents (1976-2016). The task is: Predict the reactants needed to synthesize the given product. (1) Given the product [CH2:1]([C:3]([C:28]1[CH:33]=[CH:32][C:31]([O:34][CH2:68][C@H:69]2[O:74][C:73](=[O:75])[CH2:72][CH2:71][CH2:70]2)=[C:30]([CH3:35])[CH:29]=1)([C:6]1[CH:11]=[CH:10][C:9](/[CH:12]=[CH:13]/[C:14]([O:23][CH2:24][O:25][CH3:26])([C:19]([F:20])([F:21])[F:22])[C:15]([F:18])([F:17])[F:16])=[C:8]([CH3:27])[CH:7]=1)[CH2:4][CH3:5])[CH3:2], predict the reactants needed to synthesize it. The reactants are: [CH2:1]([C:3]([C:28]1[CH:33]=[CH:32][C:31]([OH:34])=[C:30]([CH3:35])[CH:29]=1)([C:6]1[CH:11]=[CH:10][C:9](/[CH:12]=[CH:13]/[C:14]([O:23][CH2:24][O:25][CH3:26])([C:19]([F:22])([F:21])[F:20])[C:15]([F:18])([F:17])[F:16])=[C:8]([CH3:27])[CH:7]=1)[CH2:4][CH3:5])[CH3:2].C1(P(C2C=CC=CC=2)C2C=CC=CC=2)C=CC=CC=1.CCOC(/N=N/C(OCC)=O)=O.O[CH2:68][C@H:69]1[O:74][C:73](=[O:75])[CH2:72][CH2:71][CH2:70]1. (2) Given the product [Cl:1][C:2]1[CH:3]=[C:4]([C:8]2[N:9]=[C:10]([N:16]3[C:20]4[CH:21]=[C:22]([O:27][CH2:28][CH2:29][CH2:35][N:34]5[CH2:38][CH2:40][O:43][CH2:33][CH2:32]5)[C:23]([O:25][CH3:26])=[CH:24][C:19]=4[N:18]=[CH:17]3)[S:11][C:12]=2[C:13]([NH2:15])=[O:14])[CH:5]=[CH:6][CH:7]=1, predict the reactants needed to synthesize it. The reactants are: [Cl:1][C:2]1[CH:3]=[C:4]([C:8]2[N:9]=[C:10]([N:16]3[C:20]4[CH:21]=[C:22]([O:27][CH2:28][CH2:29]CO)[C:23]([O:25][CH3:26])=[CH:24][C:19]=4[N:18]=[CH:17]3)[S:11][C:12]=2[C:13]([NH2:15])=[O:14])[CH:5]=[CH:6][CH:7]=1.[CH2:32]([N:34]([CH:38]([CH3:40])C)[CH:35](C)C)[CH3:33].CS(Cl)(=O)=[O:43].[Cl-].[NH4+]. (3) Given the product [F:20][C:21]1[CH:22]=[C:23]([CH:35]=[CH:36][CH:37]=1)[CH2:24][N:25]1[C:33]2[C:28](=[CH:29][C:30]([NH:34][C:9]3[C:8]4[C:13](=[CH:14][CH:15]=[CH:16][C:7]=4[O:6][C@H:4]([CH3:5])[C:3]([N:2]([CH3:19])[CH3:1])=[O:18])[N:12]=[CH:11][N:10]=3)=[CH:31][CH:32]=2)[CH:27]=[N:26]1, predict the reactants needed to synthesize it. The reactants are: [CH3:1][N:2]([CH3:19])[C:3](=[O:18])[C@H:4]([O:6][C:7]1[CH:16]=[CH:15][CH:14]=[C:13]2[C:8]=1[C:9](=O)[NH:10][CH:11]=[N:12]2)[CH3:5].[F:20][C:21]1[CH:22]=[C:23]([CH:35]=[CH:36][CH:37]=1)[CH2:24][N:25]1[C:33]2[C:28](=[CH:29][C:30]([NH2:34])=[CH:31][CH:32]=2)[CH:27]=[N:26]1. (4) The reactants are: O[C:2]1[C:11]2[C:6](=[N:7][CH:8]=[CH:9][CH:10]=2)[N:5]([C:12]2[CH:17]=[CH:16][CH:15]=[C:14]([O:18][C:19]([F:22])([F:21])[F:20])[CH:13]=2)[C:4](=[O:23])[C:3]=1[C:24](=O)[CH2:25][C:26]1[CH:31]=[CH:30][CH:29]=[CH:28][C:27]=1[O:32][CH3:33].O.[NH2:36][NH2:37].C(=O)([O-])O.[Na+]. Given the product [CH3:33][O:32][C:27]1[CH:28]=[CH:29][CH:30]=[CH:31][C:26]=1[CH2:25][C:24]1[C:3]2[C:4](=[O:23])[N:5]([C:12]3[CH:17]=[CH:16][CH:15]=[C:14]([O:18][C:19]([F:20])([F:22])[F:21])[CH:13]=3)[C:6]3[N:7]=[CH:8][CH:9]=[CH:10][C:11]=3[C:2]=2[NH:37][N:36]=1, predict the reactants needed to synthesize it.